Task: Predict the reactants needed to synthesize the given product.. Dataset: Full USPTO retrosynthesis dataset with 1.9M reactions from patents (1976-2016) (1) Given the product [F:39][C:21]([F:20])([F:40])[C:22]([NH:24][CH2:25][C:26]1[CH:31]=[CH:30][C:29]([F:32])=[C:28]([CH:33]2[CH2:38][CH2:37][N:36]([C:16]([C:4]3[C:3]4[C:7](=[C:8]([CH3:11])[CH:9]=[CH:10][C:2]=4[F:1])[N:6]([CH2:12][CH2:13][O:14][CH3:15])[CH:5]=3)=[O:18])[CH2:35][CH2:34]2)[CH:27]=1)=[O:23], predict the reactants needed to synthesize it. The reactants are: [F:1][C:2]1[CH:10]=[CH:9][C:8]([CH3:11])=[C:7]2[C:3]=1[C:4]([C:16]([OH:18])=O)=[CH:5][N:6]2[CH2:12][CH2:13][O:14][CH3:15].Cl.[F:20][C:21]([F:40])([F:39])[C:22]([NH:24][CH2:25][C:26]1[CH:31]=[CH:30][C:29]([F:32])=[C:28]([CH:33]2[CH2:38][CH2:37][NH:36][CH2:35][CH2:34]2)[CH:27]=1)=[O:23]. (2) Given the product [F:28][C:27]([F:30])([F:29])[C@@H:24]1[CH2:25][CH2:26][C@H:21]([O:1][C:2]2[CH:3]=[C:4]3[C:9](=[CH:10][CH:11]=2)[C:8]([C:12]([O:14][CH3:15])=[O:13])=[CH:7][CH:6]=[CH:5]3)[CH2:22][CH2:23]1, predict the reactants needed to synthesize it. The reactants are: [OH:1][C:2]1[CH:3]=[C:4]2[C:9](=[CH:10][CH:11]=1)[C:8]([C:12]([O:14][CH3:15])=[O:13])=[CH:7][CH:6]=[CH:5]2.CS(O[C@H:21]1[CH2:26][CH2:25][C@H:24]([C:27]([F:30])([F:29])[F:28])[CH2:23][CH2:22]1)(=O)=O.C([O-])([O-])=O.[Cs+].[Cs+]. (3) Given the product [Cl:31][C:32]1[CH:37]=[CH:36][CH:35]=[CH:34][C:33]=1[NH:38][C:39](=[O:63])[NH:40][C:41]1[CH:42]=[CH:43][C:44]([C:47]2[CH:51]=[CH:50][N:49]([CH:52]3[CH2:53][CH2:54][CH:55]([C:58]([OH:60])=[O:59])[CH2:56][CH2:57]3)[N:48]=2)=[CH:45][CH:46]=1, predict the reactants needed to synthesize it. The reactants are: FC(F)(F)C1C=C(NC(=O)NC2C=CC(C3SC(CCC(O)=O)=NC=3)=CC=2)C=CC=1.[Cl:31][C:32]1[CH:37]=[CH:36][CH:35]=[CH:34][C:33]=1[NH:38][C:39](=[O:63])[NH:40][C:41]1[CH:46]=[CH:45][C:44]([C:47]2[CH:51]=[CH:50][N:49]([CH:52]3[CH2:57][CH2:56][CH:55]([C:58]([O:60]CC)=[O:59])[CH2:54][CH2:53]3)[N:48]=2)=[CH:43][CH:42]=1. (4) Given the product [CH3:25][O:24][C:21]1[CH:20]=[CH:19][C:18]([CH2:17][NH:16][C:12]2[CH:13]=[C:14]([CH3:15])[C:9]3[N:10]([C:6]([C:4]([OH:5])=[O:3])=[CH:7][N:8]=3)[N:11]=2)=[CH:23][CH:22]=1, predict the reactants needed to synthesize it. The reactants are: C([O:3][C:4]([C:6]1[N:10]2[N:11]=[C:12]([NH:16][CH2:17][C:18]3[CH:23]=[CH:22][C:21]([O:24][CH3:25])=[CH:20][CH:19]=3)[CH:13]=[C:14]([CH3:15])[C:9]2=[N:8][CH:7]=1)=[O:5])C.[OH-].[K+]. (5) Given the product [NH2:1][C:2]1[N:7]=[C:6]([C:8]2[O:9][CH:10]=[CH:11][CH:12]=2)[C:5]([C:13]#[N:14])=[C:4]([O:26][CH2:25][C:23]2[CH:22]=[CH:21][CH:20]=[C:19]([CH3:18])[N:24]=2)[N:3]=1, predict the reactants needed to synthesize it. The reactants are: [NH2:1][C:2]1[N:7]=[C:6]([C:8]2[O:9][CH:10]=[CH:11][CH:12]=2)[C:5]([C:13]#[N:14])=[C:4](S(C)=O)[N:3]=1.[CH3:18][C:19]1[N:24]=[C:23]([CH2:25][OH:26])[CH:22]=[CH:21][CH:20]=1.C1CCN2C(=NCCC2)CC1. (6) Given the product [CH3:14][C:2]1([CH3:1])[C@@H:4]([C:5]2[CH:6]=[CH:7][CH:8]=[CH:9][CH:10]=2)[C@@H:3]1[C:11]([NH:15][C:16]1[S:17][C:18]([CH3:21])=[CH:19][N:20]=1)=[O:13], predict the reactants needed to synthesize it. The reactants are: [CH3:1][C:2]1([CH3:14])[C@@H:4]([C:5]2[CH:10]=[CH:9][CH:8]=[CH:7][CH:6]=2)[C@@H:3]1[C:11]([OH:13])=O.[NH2:15][C:16]1[S:17][C:18]([CH3:21])=[CH:19][N:20]=1. (7) Given the product [CH3:11][NH:10][C:8]([C:6]1[CH:7]=[C:2]([B:16]2[O:20][C:19]([CH3:22])([CH3:21])[C:18]([CH3:24])([CH3:23])[O:17]2)[CH:3]=[C:4]([C:12]([NH:14][CH3:15])=[O:13])[CH:5]=1)=[O:9], predict the reactants needed to synthesize it. The reactants are: Br[C:2]1[CH:3]=[C:4]([C:12]([NH:14][CH3:15])=[O:13])[CH:5]=[C:6]([C:8]([NH:10][CH3:11])=[O:9])[CH:7]=1.[B:16]1([B:16]2[O:20][C:19]([CH3:22])([CH3:21])[C:18]([CH3:24])([CH3:23])[O:17]2)[O:20][C:19]([CH3:22])([CH3:21])[C:18]([CH3:24])([CH3:23])[O:17]1.C([O-])(=O)C.[K+]. (8) The reactants are: O[NH:2][C:3]([C:5]1[CH:6]=[CH:7][C:8]2[C:9](=[C:19]3[CH2:25][CH:24]4[N:26]([C:27](=[O:32])[C:28]([F:31])([F:30])[F:29])[CH:21]([CH2:22][CH2:23]4)[CH2:20]3)[C:10]3[C:15]([O:16][C:17]=2[CH:18]=1)=[CH:14][CH:13]=[CH:12][CH:11]=3)=[NH:4].C1N=CN([C:38](N2C=NC=C2)=[S:39])C=1.C1C[O:48]CC1. Given the product [F:29][C:28]([F:31])([F:30])[C:27]([N:26]1[CH:24]2[CH2:23][CH2:22][CH:21]1[CH2:20][C:19](=[C:9]1[C:8]3[CH:7]=[CH:6][C:5]([C:3]4[NH:2][C:38](=[O:48])[S:39][N:4]=4)=[CH:18][C:17]=3[O:16][C:15]3[C:10]1=[CH:11][CH:12]=[CH:13][CH:14]=3)[CH2:25]2)=[O:32], predict the reactants needed to synthesize it. (9) Given the product [F:1][C:2]([F:14])([F:13])[C:3]1[CH:12]=[CH:11][C:6]([C:7]([NH:15][NH2:16])=[O:8])=[CH:5][CH:4]=1, predict the reactants needed to synthesize it. The reactants are: [F:1][C:2]([F:14])([F:13])[C:3]1[CH:12]=[CH:11][C:6]([C:7](OC)=[O:8])=[CH:5][CH:4]=1.[NH2:15][NH2:16].